From a dataset of Forward reaction prediction with 1.9M reactions from USPTO patents (1976-2016). Predict the product of the given reaction. (1) Given the reactants Cl.[O:2]=[C:3]1[C:8]([C:9]([O:11][CH3:12])=[O:10])=[CH:7][CH:6]=[CH:5][NH:4]1.[H-].[Na+].[Br:15][C:16]1[CH:17]=[C:18]([CH:21]=[CH:22][CH:23]=1)[CH2:19]Br, predict the reaction product. The product is: [Br:15][C:16]1[CH:17]=[C:18]([CH:21]=[CH:22][CH:23]=1)[CH2:19][N:4]1[CH:5]=[CH:6][CH:7]=[C:8]([C:9]([O:11][CH3:12])=[O:10])[C:3]1=[O:2]. (2) Given the reactants C[O:2][C:3]1[CH:11]=[C:10]2[C:6]([CH2:7][CH:8]([C:18]3[CH:23]=[CH:22][CH:21]=[CH:20][CH:19]=3)[CH:9]2[CH2:12][C:13]2[N:14]=[CH:15][NH:16][CH:17]=2)=[CH:5][CH:4]=1.Br, predict the reaction product. The product is: [NH:16]1[CH:17]=[C:13]([CH2:12][CH:9]2[C:10]3[C:6](=[CH:5][CH:4]=[C:3]([OH:2])[CH:11]=3)[CH2:7][CH:8]2[C:18]2[CH:23]=[CH:22][CH:21]=[CH:20][CH:19]=2)[N:14]=[CH:15]1. (3) Given the reactants B(Cl)(Cl)Cl.[O:5]1[C:10]2[CH:11]=[CH:12][C:13]([NH2:15])=[CH:14][C:9]=2[O:8][CH2:7][CH2:6]1.[Cl:16][CH2:17][C:18]#N.[Cl-].[Al+3].[Cl-].[Cl-].[OH2:24], predict the reaction product. The product is: [NH2:15][C:13]1[C:12]([C:18](=[O:24])[CH2:17][Cl:16])=[CH:11][C:10]2[O:5][CH2:6][CH2:7][O:8][C:9]=2[CH:14]=1. (4) Given the reactants [C:1]([C:3]1[CH:4]=[CH:5][C:6]([F:11])=[C:7]([CH:10]=1)[CH:8]=[O:9])#[N:2].OO.Cl([O-])=[O:15].[Na+], predict the reaction product. The product is: [C:1]([C:3]1[CH:4]=[CH:5][C:6]([F:11])=[C:7]([CH:10]=1)[C:8]([OH:15])=[O:9])#[N:2]. (5) Given the reactants [BH4-].[Li+].[C:3]([C:5]1[CH:14]=[CH:13][C:8]([C:9](OC)=[O:10])=[C:7]([CH:15]([CH3:17])[CH3:16])[CH:6]=1)#[N:4], predict the reaction product. The product is: [OH:10][CH2:9][C:8]1[CH:13]=[CH:14][C:5]([C:3]#[N:4])=[CH:6][C:7]=1[CH:15]([CH3:17])[CH3:16]. (6) The product is: [CH:35]1([CH2:41][N:42]([CH3:73])[C:43]([CH2:45][O:34][C@@H:10]2[CH2:9][NH:8][CH2:12][C@H:11]2[CH2:13][N:14]([CH:31]([CH3:33])[CH3:32])[C:15](=[O:30])[C:16]2[CH:21]=[CH:20][C:19]([O:22][CH3:23])=[C:18]([O:24][CH2:25][CH2:26][CH2:27][O:28][CH3:29])[CH:17]=2)=[O:44])[CH2:40][CH2:39][CH2:38][CH2:37][CH2:36]1. Given the reactants C(OC([N:8]1[CH2:12][C@@H:11]([CH2:13][N:14]([CH:31]([CH3:33])[CH3:32])[C:15](=[O:30])[C:16]2[CH:21]=[CH:20][C:19]([O:22][CH3:23])=[C:18]([O:24][CH2:25][CH2:26][CH2:27][O:28][CH3:29])[CH:17]=2)[C@H:10]([OH:34])[CH2:9]1)=O)(C)(C)C.[CH:35]1([CH2:41][N:42]([CH3:73])[C:43]([CH2:45]N[C@@H]2CNC[C@H]2CN(C(C)C)C(=O)C2C=CC(OC)=C(OCCCOC)C=2)=[O:44])[CH2:40][CH2:39][CH2:38][CH2:37][CH2:36]1.CC#N.O, predict the reaction product. (7) Given the reactants Cl.[F:2][C:3]1[C:8]([NH:9][C:10]2[C:15]([C:16]3[N:24]=[CH:23][N:22]=[C:21]4[C:17]=3[N:18]=[CH:19][N:20]4C3CCCCO3)=[CH:14][CH:13]=[CH:12][N:11]=2)=[C:7]([F:31])[CH:6]=[CH:5][C:4]=1[NH:32][S:33]([C:36]1[C:44]2[O:43][CH:42]=[CH:41][C:40]=2[CH:39]=[CH:38][CH:37]=1)(=[O:35])=[O:34], predict the reaction product. The product is: [N:24]1[C:16]([C:15]2[C:10]([NH:9][C:8]3[C:3]([F:2])=[C:4]([NH:32][S:33]([C:36]4[C:44]5[O:43][CH:42]=[CH:41][C:40]=5[CH:39]=[CH:38][CH:37]=4)(=[O:34])=[O:35])[CH:5]=[CH:6][C:7]=3[F:31])=[N:11][CH:12]=[CH:13][CH:14]=2)=[C:17]2[C:21]([NH:20][CH:19]=[N:18]2)=[N:22][CH:23]=1. (8) The product is: [Cl:1][C:2]1[CH:3]=[C:4]([CH:9]=[C:10]([O:13][CH:14]([CH3:16])[CH3:15])[C:11]=1[O:12][CH3:17])[C:5]([O:7][CH3:8])=[O:6]. Given the reactants [Cl:1][C:2]1[CH:3]=[C:4]([CH:9]=[C:10]([O:13][CH:14]([CH3:16])[CH3:15])[C:11]=1[OH:12])[C:5]([O:7][CH3:8])=[O:6].[CH3:17]I, predict the reaction product. (9) Given the reactants [OH:1][C:2]12[C:13]3[C:8](=[C:9]([N+:14]([O-])=O)[CH:10]=[CH:11][CH:12]=3)[C:7](=[O:17])[C:6]1([NH:18][C:19]([C:21]1[CH:29]=[C:24]3[N:25]=[CH:26][CH:27]=[CH:28][N:23]3[N:22]=1)=[O:20])[C:5]1[CH:30]=[CH:31][C:32]([CH:34]([CH3:36])[CH3:35])=[CH:33][C:4]=1[O:3]2.C(O)C, predict the reaction product. The product is: [NH2:14][C:9]1[CH:10]=[CH:11][CH:12]=[C:13]2[C:8]=1[C:7](=[O:17])[C:6]1([NH:18][C:19]([C:21]3[CH:29]=[C:24]4[N:25]=[CH:26][CH:27]=[CH:28][N:23]4[N:22]=3)=[O:20])[C:5]3[CH:30]=[CH:31][C:32]([CH:34]([CH3:36])[CH3:35])=[CH:33][C:4]=3[O:3][C:2]12[OH:1]. (10) Given the reactants [CH2:1]([O:8][C:9](=[O:29])[NH:10][CH:11]([C:17](=[O:28])[NH:18][CH2:19][CH2:20][CH:21](OCC)[O:22]CC)[CH:12]([OH:16])[CH:13]([CH3:15])[CH3:14])[C:2]1[CH:7]=[CH:6][CH:5]=[CH:4][CH:3]=1.Cl.C(=O)(O)[O-].[Na+], predict the reaction product. The product is: [CH2:1]([O:8][C:9](=[O:29])[NH:10][CH:11]([C:17](=[O:28])[NH:18][CH2:19][CH2:20][CH:21]=[O:22])[CH:12]([OH:16])[CH:13]([CH3:15])[CH3:14])[C:2]1[CH:7]=[CH:6][CH:5]=[CH:4][CH:3]=1.